Dataset: Catalyst prediction with 721,799 reactions and 888 catalyst types from USPTO. Task: Predict which catalyst facilitates the given reaction. (1) Reactant: [Li+].C[Si]([N-][Si](C)(C)C)(C)C.[CH3:11][N:12]([C:21](=[O:24])[CH2:22][CH3:23])[N:13]=[C:14]([C:18]([O-:20])=O)[C:15]([O-:17])=[O:16].O. The catalyst class is: 1. Product: [OH:20][C:18]1[C:14]([C:15]([OH:17])=[O:16])=[N:13][N:12]([CH3:11])[C:21](=[O:24])[C:22]=1[CH3:23]. (2) Reactant: C([O:3][C:4]([C:6]1[O:10][N:9]=[C:8]([C:11]2[CH:16]=[CH:15][C:14]([Br:17])=[CH:13][C:12]=2[F:18])[N:7]=1)=[O:5])C.[OH-].[Na+]. Product: [Br:17][C:14]1[CH:15]=[CH:16][C:11]([C:8]2[N:7]=[C:6]([C:4]([OH:5])=[O:3])[O:10][N:9]=2)=[C:12]([F:18])[CH:13]=1. The catalyst class is: 30. (3) Reactant: [F:1][C:2]1[CH:7]=[CH:6][C:5]([CH2:8][C:9]2[CH:18]=[C:17]3[C:12]([C:13]([OH:25])=[C:14]([C:20]([O:22][CH2:23][CH3:24])=[O:21])[C:15](=[O:19])[NH:16]3)=[N:11][CH:10]=2)=[CH:4][CH:3]=1.I[CH2:27][C:28]#[N:29]. Product: [C:28]([CH2:27][N:16]1[C:17]2[C:12](=[N:11][CH:10]=[C:9]([CH2:8][C:5]3[CH:6]=[CH:7][C:2]([F:1])=[CH:3][CH:4]=3)[CH:18]=2)[C:13]([OH:25])=[C:14]([C:20]([O:22][CH2:23][CH3:24])=[O:21])[C:15]1=[O:19])#[N:29]. The catalyst class is: 7. (4) Reactant: C([O:9][CH2:10][C@:11]12[CH2:49][CH2:48][C@@H:47]([C:50]([CH3:52])=[CH2:51])[C@@H:12]1[C@@H:13]1[C@@:26]([CH3:29])([CH2:27][CH2:28]2)[C@@:25]2([CH3:30])[C@@H:16]([C@:17]3([CH3:46])[C@@H:22]([CH2:23][CH2:24]2)[C:21]([CH3:32])([CH3:31])[C:20]([C:33]2[CH:45]=[CH:44][C:36]([C:37]([O:39]C(C)(C)C)=[O:38])=[CH:35][CH:34]=2)=[CH:19][CH2:18]3)[CH2:15][CH2:14]1)(=O)C1C=CC=CC=1.[OH-].[Li+]. Product: [OH:9][CH2:10][C@:11]12[CH2:49][CH2:48][C@@H:47]([C:50]([CH3:52])=[CH2:51])[C@@H:12]1[C@@H:13]1[C@@:26]([CH3:29])([CH2:27][CH2:28]2)[C@@:25]2([CH3:30])[C@@H:16]([C@:17]3([CH3:46])[C@@H:22]([CH2:23][CH2:24]2)[C:21]([CH3:32])([CH3:31])[C:20]([C:33]2[CH:45]=[CH:44][C:36]([C:37]([OH:39])=[O:38])=[CH:35][CH:34]=2)=[CH:19][CH2:18]3)[CH2:15][CH2:14]1. The catalyst class is: 38. (5) Reactant: [OH-].[Na+].C([O:5][C:6]([C:8]1[NH:9][CH:10]=[C:11]([CH2:13][CH2:14][C:15]2[CH:20]=[CH:19][CH:18]=[CH:17][C:16]=2[Br:21])[CH:12]=1)=[O:7])C. Product: [Br:21][C:16]1[CH:17]=[CH:18][CH:19]=[CH:20][C:15]=1[CH2:14][CH2:13][C:11]1[CH:12]=[C:8]([C:6]([OH:7])=[O:5])[NH:9][CH:10]=1. The catalyst class is: 5. (6) Reactant: [CH2:1]([Si:3]([CH2:9]C)([CH2:7]C)[C:4]#[C:5][CH3:6])C.[Li]CCCC.CCCCCC.Br[CH2:23][C:24]#[C:25][C:26]1[CH:31]=[CH:30][C:29]([F:32])=[CH:28][CH:27]=1. Product: [F:32][C:29]1[CH:30]=[CH:31][C:26]([C:25]#[C:24][CH2:23][CH2:6][C:5]#[C:4][Si:3]([CH3:1])([CH3:7])[CH3:9])=[CH:27][CH:28]=1. The catalyst class is: 1. (7) Product: [NH2:5][C:6]1[CH:15]=[C:14]([C:16]2[CH:17]=[CH:18][C:19]([NH2:22])=[CH:20][CH:21]=2)[C:13]2[C:8](=[CH:9][CH:10]=[C:11]([Cl:25])[CH:12]=2)[N:7]=1. Reactant: Cl.C([NH:5][C:6]1[CH:15]=[C:14]([C:16]2[CH:21]=[CH:20][C:19]([N+:22]([O-])=O)=[CH:18][CH:17]=2)[C:13]2[C:8](=[CH:9][CH:10]=[C:11]([Cl:25])[CH:12]=2)[N:7]=1)(=O)C. The catalyst class is: 292.